Task: Predict the reactants needed to synthesize the given product.. Dataset: Full USPTO retrosynthesis dataset with 1.9M reactions from patents (1976-2016) (1) Given the product [Cl:1][C:2]1[CH:3]=[CH:4][C:5]([C@H:8]2[N:15]3[C:11]([S:12][C:13]([C:19]([N:30]4[CH2:34][CH2:33][CH2:32][CH2:31]4)=[O:21])=[C:14]3[CH:16]([CH3:18])[CH3:17])=[N:10][C@:9]2([C:23]2[CH:28]=[CH:27][C:26]([Cl:29])=[CH:25][CH:24]=2)[CH3:22])=[CH:6][CH:7]=1, predict the reactants needed to synthesize it. The reactants are: [Cl:1][C:2]1[CH:7]=[CH:6][C:5]([C@H:8]2[N:15]3[C:11]([S:12][C:13]([C:19]([OH:21])=O)=[C:14]3[CH:16]([CH3:18])[CH3:17])=[N:10][C@:9]2([C:23]2[CH:28]=[CH:27][C:26]([Cl:29])=[CH:25][CH:24]=2)[CH3:22])=[CH:4][CH:3]=1.[NH:30]1[CH2:34][CH2:33][CH2:32][CH2:31]1. (2) Given the product [O:1]([C:8]1[CH:13]=[CH:12][C:11]([CH:14]2[C:19]3=[N:20][S:21](=[O:25])(=[O:24])[CH2:22][CH2:23][N:18]3[CH2:17][CH2:16][NH:15]2)=[CH:10][CH:9]=1)[C:2]1[CH:3]=[CH:4][CH:5]=[CH:6][CH:7]=1, predict the reactants needed to synthesize it. The reactants are: [O:1]([C:8]1[CH:13]=[CH:12][C:11]([C:14]2[C:19]3=[N:20][S:21](=[O:25])(=[O:24])[CH2:22][CH2:23][N:18]3[CH:17]=[CH:16][N:15]=2)=[CH:10][CH:9]=1)[C:2]1[CH:7]=[CH:6][CH:5]=[CH:4][CH:3]=1. (3) Given the product [NH2:1][C@H:2]([C:8]([OH:10])=[O:9])[CH2:3][CH2:4][C:5]([OH:7])=[O:6].[F:11][C:12]1[CH:13]=[C:14]2[C:19](=[CH:20][C:21]=1[N:22]1[CH2:27][CH2:26][NH:25][CH2:24][CH2:23]1)[N:18]1[C@@H:28]([CH3:30])[S:29][C:17]1=[C:16]([C:31]([OH:33])=[O:32])[C:15]2=[O:34], predict the reactants needed to synthesize it. The reactants are: [NH2:1][C@H:2]([C:8]([OH:10])=[O:9])[CH2:3][CH2:4][C:5]([OH:7])=[O:6].[F:11][C:12]1[CH:13]=[C:14]2[C:19](=[CH:20][C:21]=1[N:22]1[CH2:27][CH2:26][NH:25][CH2:24][CH2:23]1)[N:18]1[C@@H:28]([CH3:30])[S:29][C:17]1=[C:16]([C:31]([OH:33])=[O:32])[C:15]2=[O:34]. (4) The reactants are: [CH:1]1[C:18]2[CH:17]=[CH:16][C:15]3[C:6](=[CH:7][C:8](B(O)O)=[C:9]4[C:14]=3[CH:13]=[CH:12][CH:11]=[CH:10]4)[C:5]=2[CH:4]=[CH:3][CH:2]=1.[Br:22][C:23]1[CH:24]=[C:25](I)[CH:26]=[CH:27][CH:28]=1.C1(C)C=CC=CC=1.C(=O)([O-])[O-].[Na+].[Na+]. Given the product [Br:22][C:23]1[CH:24]=[C:25]([C:17]2[CH:16]=[C:15]3[C:6](=[C:5]4[C:18]=2[CH:1]=[CH:2][CH:3]=[CH:4]4)[CH:7]=[CH:8][C:9]2[CH:10]=[CH:11][CH:12]=[CH:13][C:14]3=2)[CH:26]=[CH:27][CH:28]=1, predict the reactants needed to synthesize it. (5) Given the product [O:12]1[C:20]2[CH:21]=[CH:22][CH:23]=[CH:24][C:19]=2[N:18]=[C:10]1[C:9]1[CH:8]=[CH:7][C:6]([C:5]([O:16][CH3:17])=[O:15])=[CH:14][CH:13]=1, predict the reactants needed to synthesize it. The reactants are: S(Cl)(Cl)=O.[C:5]([O:16][CH3:17])(=[O:15])[C:6]1[CH:14]=[CH:13][C:9]([C:10]([O-:12])=O)=[CH:8][CH:7]=1.[NH2:18][C:19]1[CH:24]=[CH:23][CH:22]=[CH:21][C:20]=1O.CS(O)(=O)=O. (6) Given the product [Cl:4][C:5]1[CH:6]=[CH:7][C:8]([C@H:11]2[C:15]3[N:16]([CH:20]([CH3:22])[CH3:21])[C:17]([CH3:19])=[N:18][C:14]=3[C:13](=[O:23])[N:12]2[C:24]2[CH:25]=[C:26]([CH3:34])[C:27]3[N:28]([C:30]([CH3:33])=[N:31][N:32]=3)[CH:29]=2)=[CH:9][CH:10]=1, predict the reactants needed to synthesize it. The reactants are: C(=O)=O.[Cl:4][C:5]1[CH:10]=[CH:9][C:8]([CH:11]2[C:15]3[N:16]([CH:20]([CH3:22])[CH3:21])[C:17]([CH3:19])=[N:18][C:14]=3[C:13](=[O:23])[N:12]2[C:24]2[CH:25]=[C:26]([CH3:34])[C:27]3[N:28]([C:30]([CH3:33])=[N:31][N:32]=3)[CH:29]=2)=[CH:7][CH:6]=1.